From a dataset of Peptide-MHC class I binding affinity with 185,985 pairs from IEDB/IMGT. Regression. Given a peptide amino acid sequence and an MHC pseudo amino acid sequence, predict their binding affinity value. This is MHC class I binding data. (1) The peptide sequence is SANLGEEIL. The MHC is Mamu-A2601 with pseudo-sequence Mamu-A2601. The binding affinity (normalized) is 0.338. (2) The MHC is HLA-A11:01 with pseudo-sequence HLA-A11:01. The binding affinity (normalized) is 0.244. The peptide sequence is AFSLDVSEK. (3) The peptide sequence is GFMRFFQLLR. The MHC is HLA-A68:01 with pseudo-sequence HLA-A68:01. The binding affinity (normalized) is 0.280. (4) The peptide sequence is KTFEWGVFY. The MHC is HLA-A26:01 with pseudo-sequence HLA-A26:01. The binding affinity (normalized) is 0.0847. (5) The peptide sequence is RIGGVLIFR. The MHC is HLA-B15:17 with pseudo-sequence HLA-B15:17. The binding affinity (normalized) is 0.0847. (6) The peptide sequence is IPRLLRTFL. The MHC is HLA-A02:03 with pseudo-sequence HLA-A02:03. The binding affinity (normalized) is 0.0847. (7) The peptide sequence is GVDGLGVSV. The MHC is HLA-B15:17 with pseudo-sequence HLA-B15:17. The binding affinity (normalized) is 0.0847. (8) The peptide sequence is YLSTFNMWR. The MHC is HLA-A31:01 with pseudo-sequence HLA-A31:01. The binding affinity (normalized) is 0.615.